This data is from Forward reaction prediction with 1.9M reactions from USPTO patents (1976-2016). The task is: Predict the product of the given reaction. Given the reactants [CH:1]([C:3]1[CH:10]=[CH:9][C:6]([C:7]#[N:8])=[CH:5][CH:4]=1)=[O:2].[CH3:11][CH2:12][OH:13].C(Cl)(Cl)[Cl:15], predict the reaction product. The product is: [ClH:15].[CH:1]([C:3]1[CH:10]=[CH:9][C:6]([C:7](=[NH:8])[O:13][CH2:12][CH3:11])=[CH:5][CH:4]=1)=[O:2].